From a dataset of Full USPTO retrosynthesis dataset with 1.9M reactions from patents (1976-2016). Predict the reactants needed to synthesize the given product. (1) Given the product [Br:3][C:22]1[C:17]2[CH2:16][N:15]([C:10]3[CH:9]=[CH:8][C:7]([Cl:6])=[CH:14][C:11]=3[C:12]#[N:13])[CH2:25][CH2:24][C:18]=2[N:19]=[CH:20][N:21]=1, predict the reactants needed to synthesize it. The reactants are: P(Br)(Br)([Br:3])=O.[Cl:6][C:7]1[CH:8]=[CH:9][C:10]([N:15]2[CH2:25][CH2:24][C:18]3[N:19]=[CH:20][N:21]=[C:22](O)[C:17]=3[CH2:16]2)=[C:11]([CH:14]=1)[C:12]#[N:13].CN(C)C1C=CC=CC=1.[OH-].[K+]. (2) The reactants are: [NH2:1][C@@H:2]1[CH2:6][CH2:5][N:4]([C:7](OC(C)(C)C)=O)[CH2:3]1.C([N:16](CC)CC)C.[CH3:21][C:22]1[CH:23]=[C:24]([S:28](Cl)(=[O:30])=[O:29])[CH:25]=[CH:26][CH:27]=1.CCN(C(C)C)C(C)C.BrC#N. Given the product [C:7]([N:4]1[CH2:5][CH2:6][C@@H:2]([NH:1][S:28]([C:24]2[CH:25]=[CH:26][CH:27]=[C:22]([CH3:21])[CH:23]=2)(=[O:30])=[O:29])[CH2:3]1)#[N:16], predict the reactants needed to synthesize it.